This data is from Peptide-MHC class I binding affinity with 185,985 pairs from IEDB/IMGT. The task is: Regression. Given a peptide amino acid sequence and an MHC pseudo amino acid sequence, predict their binding affinity value. This is MHC class I binding data. (1) The peptide sequence is TVMSSIYGK. The MHC is HLA-A03:01 with pseudo-sequence HLA-A03:01. The binding affinity (normalized) is 0.508. (2) The peptide sequence is RNMSRIFPY. The MHC is HLA-B39:01 with pseudo-sequence HLA-B39:01. The binding affinity (normalized) is 0.0847. (3) The peptide sequence is YHRFGLYRL. The MHC is HLA-B35:01 with pseudo-sequence HLA-B35:01. The binding affinity (normalized) is 0.270. (4) The peptide sequence is ETDVMTRGQ. The MHC is HLA-B44:02 with pseudo-sequence HLA-B44:02. The binding affinity (normalized) is 0.0847. (5) The peptide sequence is VELGSGNSF. The MHC is HLA-B15:17 with pseudo-sequence HLA-B15:17. The binding affinity (normalized) is 0.229. (6) The peptide sequence is SPMLYQLLEA. The MHC is HLA-B35:01 with pseudo-sequence HLA-B35:01. The binding affinity (normalized) is 0.541. (7) The peptide sequence is FYPINDDFY. The MHC is HLA-B39:01 with pseudo-sequence HLA-B39:01. The binding affinity (normalized) is 0.0847.